This data is from Forward reaction prediction with 1.9M reactions from USPTO patents (1976-2016). The task is: Predict the product of the given reaction. (1) Given the reactants [CH3:1][C:2](=[CH2:20])[CH2:3][O:4][C@H:5]([C@@H:10]([O:15][CH2:16][C:17]([CH3:19])=[CH2:18])[C:11](OC)=[O:12])[C:6](OC)=[O:7].[H-].[H-].[H-].[H-].[Li+].[Al+3], predict the reaction product. The product is: [CH3:20][C:2](=[CH2:1])[CH2:3][O:4][C@H:5]([C@@H:10]([O:15][CH2:16][C:17]([CH3:19])=[CH2:18])[CH2:11][OH:12])[CH2:6][OH:7]. (2) The product is: [Cl:1][C:2]1[C:3]([O:30][CH3:31])=[CH:4][C:5]([O:28][CH3:29])=[C:6]([NH:8][C:9](=[O:10])[CH2:11][N:12]2[C:21]3[C:16](=[CH:17][CH:18]=[CH:19][CH:20]=3)[C:15](=[O:22])[N:14]([CH2:23][C:24]([N:60]3[CH2:61][CH2:62][C@H:58]([N:57]([CH3:63])[CH3:56])[CH2:59]3)=[O:25])[C:13]2=[O:27])[CH:7]=1. Given the reactants [Cl:1][C:2]1[C:3]([O:30][CH3:31])=[CH:4][C:5]([O:28][CH3:29])=[C:6]([NH:8][C:9]([CH2:11][N:12]2[C:21]3[C:16](=[CH:17][CH:18]=[CH:19][CH:20]=3)[C:15](=[O:22])[N:14]([CH2:23][C:24](O)=[O:25])[C:13]2=[O:27])=[O:10])[CH:7]=1.CN(C(ON1N=NC2C=CC=NC1=2)=[N+](C)C)C.F[P-](F)(F)(F)(F)F.[CH3:56][N:57]([CH3:63])[C@H:58]1[CH2:62][CH2:61][NH:60][CH2:59]1.CCN(C(C)C)C(C)C, predict the reaction product. (3) Given the reactants [Cl:1][C:2]1[C:11]2[C:6](=[CH:7][C:8]([O:14][CH2:15][CH3:16])=[CH:9][C:10]=2[O:12][CH3:13])[N:5]=[CH:4][N:3]=1.[NH2:17][C:18]1[CH:19]=[N:20][N:21]([CH2:23][C:24]([NH:26][C:27]2[CH:32]=[CH:31][CH:30]=[C:29]([F:33])[C:28]=2[F:34])=[O:25])[CH:22]=1, predict the reaction product. The product is: [ClH:1].[F:34][C:28]1[C:29]([F:33])=[CH:30][CH:31]=[CH:32][C:27]=1[NH:26][C:24](=[O:25])[CH2:23][N:21]1[CH:22]=[C:18]([NH:17][C:2]2[C:11]3[C:6](=[CH:7][C:8]([O:14][CH2:15][CH3:16])=[CH:9][C:10]=3[O:12][CH3:13])[N:5]=[CH:4][N:3]=2)[CH:19]=[N:20]1. (4) Given the reactants Cl[C:2]1[C:11]([C:12]([OH:14])=[O:13])=[CH:10][C:9]2[C:4](=[CH:5][CH:6]=[C:7]([Cl:15])[CH:8]=2)[N:3]=1.[NH2:16][CH:17]([CH:21]([C:25]1[CH:30]=[CH:29][CH:28]=[CH:27][CH:26]=1)[C:22]([OH:24])=[O:23])[C:18]([OH:20])=[O:19], predict the reaction product. The product is: [C:12]([C:11]1[C:2]([NH:16][CH:17]([CH:21]([C:25]2[CH:30]=[CH:29][CH:28]=[CH:27][CH:26]=2)[C:22]([OH:24])=[O:23])[C:18]([OH:20])=[O:19])=[N:3][C:4]2[C:9]([CH:10]=1)=[CH:8][C:7]([Cl:15])=[CH:6][CH:5]=2)([OH:14])=[O:13]. (5) Given the reactants [CH3:1][C:2]1[CH:7]=[C:6]([CH3:8])[N:5]2[N:9]=[C:10]([CH:12]=[CH:13][C:14]3[N:18]([CH3:19])[N:17]=[C:16]([N:20]4[CH2:24][CH2:23][CH2:22][CH2:21]4)[N:15]=3)[N:11]=[C:4]2[N:3]=1.C(Cl)Cl.CO, predict the reaction product. The product is: [CH3:1][C:2]1[CH:7]=[C:6]([CH3:8])[N:5]2[N:9]=[C:10]([CH2:12][CH2:13][C:14]3[N:18]([CH3:19])[N:17]=[C:16]([N:20]4[CH2:24][CH2:23][CH2:22][CH2:21]4)[N:15]=3)[N:11]=[C:4]2[N:3]=1. (6) The product is: [C:17]([C:18]1[CH:19]=[C:20]([NH2:21])[N:13]([C:9]2[CH:8]=[C:7]([CH2:6][CH2:5][C:4]([O:3][CH2:1][CH3:2])=[O:15])[CH:12]=[CH:11][CH:10]=2)[N:14]=1)([CH3:24])([CH3:23])[CH3:16]. Given the reactants [CH2:1]([O:3][C:4](=[O:15])[CH2:5][CH2:6][C:7]1[CH:12]=[CH:11][CH:10]=[C:9]([NH:13][NH2:14])[CH:8]=1)[CH3:2].[CH3:16][C:17]([CH3:24])([CH3:23])[C:18](=O)[CH2:19][C:20]#[N:21], predict the reaction product. (7) Given the reactants [CH3:1][C:2]([OH:7])([CH3:6])[CH2:3][CH2:4][OH:5].[Cl:8][CH2:9][C:10](O[C:10](=[O:11])[CH2:9][Cl:8])=[O:11], predict the reaction product. The product is: [Cl:8][CH2:9][C:10]([O:5][CH2:4][CH2:3][C:2]([O:7][C:10](=[O:11])[CH2:9][Cl:8])([CH3:6])[CH3:1])=[O:11].